Dataset: Ames mutagenicity test results for genotoxicity prediction. Task: Regression/Classification. Given a drug SMILES string, predict its toxicity properties. Task type varies by dataset: regression for continuous values (e.g., LD50, hERG inhibition percentage) or binary classification for toxic/non-toxic outcomes (e.g., AMES mutagenicity, cardiotoxicity, hepatotoxicity). Dataset: ames. (1) The molecule is O=[N+]([O-])c1cccc2nscc12. The result is 1 (mutagenic). (2) The molecule is O=C(O)CSc1ccc2c3c(cccc13)C(=O)c1ccccc1-2. The result is 1 (mutagenic). (3) The molecule is CN1CCC(=C2c3ccccc3C=Cc3ccccc32)CC1. The result is 0 (non-mutagenic). (4) The molecule is CCCCOC(=O)CC(CC(=O)OCCCC)(OC(C)=O)C(=O)OCCCC. The result is 0 (non-mutagenic).